From a dataset of Peptide-MHC class II binding affinity with 134,281 pairs from IEDB. Regression. Given a peptide amino acid sequence and an MHC pseudo amino acid sequence, predict their binding affinity value. This is MHC class II binding data. (1) The peptide sequence is DGCWYPMEIRPRKTH. The MHC is DRB1_0404 with pseudo-sequence DRB1_0404. The binding affinity (normalized) is 0.393. (2) The binding affinity (normalized) is 0.424. The peptide sequence is RVIAQGPTATFEAMY. The MHC is HLA-DQA10102-DQB10602 with pseudo-sequence HLA-DQA10102-DQB10602. (3) The peptide sequence is CLKPVILTDGPERVI. The MHC is DRB1_0101 with pseudo-sequence DRB1_0101. The binding affinity (normalized) is 0.389. (4) The peptide sequence is NRQDLLVTFKTAHAK. The MHC is DRB1_0401 with pseudo-sequence DRB1_0401. The binding affinity (normalized) is 0.759.